Predict the product of the given reaction. From a dataset of Forward reaction prediction with 1.9M reactions from USPTO patents (1976-2016). (1) Given the reactants [C:1]([C:3]1[CH:8]=[CH:7][CH:6]=[CH:5][C:4]=1[C:9]1[CH:14]=[CH:13][C:12]([CH2:15][C:16]2[C:17](=[O:39])[N:18]([C@H:28]3[CH2:33][CH2:32][C@H:31]([C:34]([O:36]CC)=[O:35])[CH2:30][CH2:29]3)[C:19]3[N:20]([N:25]=[CH:26][N:27]=3)[C:21]=2[CH2:22][CH2:23][CH3:24])=[CH:11][CH:10]=1)#[N:2].[OH-].[Na+].CO.Cl, predict the reaction product. The product is: [C:1]([C:3]1[CH:8]=[CH:7][CH:6]=[CH:5][C:4]=1[C:9]1[CH:14]=[CH:13][C:12]([CH2:15][C:16]2[C:17](=[O:39])[N:18]([C@H:28]3[CH2:33][CH2:32][C@H:31]([C:34]([OH:36])=[O:35])[CH2:30][CH2:29]3)[C:19]3[N:20]([N:25]=[CH:26][N:27]=3)[C:21]=2[CH2:22][CH2:23][CH3:24])=[CH:11][CH:10]=1)#[N:2]. (2) The product is: [CH2:29]([O:28][C:26]([C:25]1[C:24]([CH3:31])=[N:1][C:2]2[C:3]([C:21]=1[NH2:22])=[C:4]([O:5][CH:6]1[CH2:11][CH2:10][CH2:9][CH2:8][CH:7]1[NH:12][C:13](=[O:17])[CH:14]([CH3:16])[CH3:15])[CH:18]=[CH:19][CH:20]=2)=[O:27])[CH3:30]. Given the reactants [NH2:1][C:2]1[C:3]([C:21]#[N:22])=[C:4]([CH:18]=[CH:19][CH:20]=1)[O:5][CH:6]1[CH2:11][CH2:10][CH2:9][CH2:8][CH:7]1[NH:12][C:13](=[O:17])[CH:14]([CH3:16])[CH3:15].O=[C:24]([CH3:31])[CH2:25][C:26]([O:28][CH2:29][CH3:30])=[O:27], predict the reaction product.